Dataset: Retrosynthesis with 50K atom-mapped reactions and 10 reaction types from USPTO. Task: Predict the reactants needed to synthesize the given product. (1) Given the product COC(=O)c1ccc([C@H](C)NC(=O)c2cc(Cl)ccc2OCCC(C)(C)OC)cc1, predict the reactants needed to synthesize it. The reactants are: COC(=O)c1ccc([C@H](C)NC(=O)c2cc(Cl)ccc2O)cc1.COC(C)(C)CCO. (2) Given the product N#CCCc1cnc(N)cn1, predict the reactants needed to synthesize it. The reactants are: CC(C)(C)OC(=O)Nc1cnc(CCC#N)cn1. (3) Given the product CCCCCC(C)(O)CC[C@H]1CC2OCCOC2[C@@H]1CCCCCCC(=O)O, predict the reactants needed to synthesize it. The reactants are: CCCCCC(C)(O)CC[C@H]1CC2OCCOC2[C@@H]1CCCCCCC(=O)OCC. (4) Given the product NC(=O)/C=C/c1cccs1, predict the reactants needed to synthesize it. The reactants are: CN(C)C=O.O=C(O)/C=C/c1cccs1. (5) Given the product COC(=O)C(C)(C)c1ccc(C(=O)Nc2cn3cc(I)ccc3n2)cc1, predict the reactants needed to synthesize it. The reactants are: COC(=O)C(C)(C)c1ccc(C(=O)O)cc1.Nc1cn2cc(I)ccc2n1. (6) Given the product CC(=O)COc1ccc(F)cc1Cl, predict the reactants needed to synthesize it. The reactants are: CC(=O)CCl.Oc1ccc(F)cc1Cl. (7) Given the product COCC1CN(c2ccc(Cl)c(OC)c2)CCN1C(=O)OC(C)(C)C, predict the reactants needed to synthesize it. The reactants are: CI.COc1cc(N2CCN(C(=O)OC(C)(C)C)[C@@H](CO)C2)ccc1Cl. (8) Given the product CCOc1ccc(-n2nc(Sc3ccc(Cl)cc3)c(C)c(C#N)c2=O)cc1, predict the reactants needed to synthesize it. The reactants are: CCI.Cc1c(Sc2ccc(Cl)cc2)nn(-c2ccc(O)cc2)c(=O)c1C#N.